Dataset: Full USPTO retrosynthesis dataset with 1.9M reactions from patents (1976-2016). Task: Predict the reactants needed to synthesize the given product. Given the product [CH3:4][C:2]([C:5]1[S:9][C:8]([NH:10][C:11]([C:12]2[CH:17]=[C:16]([S:21]([Cl:20])(=[O:23])=[O:22])[CH:15]=[CH:14][C:13]=2[I:18])=[O:19])=[N:7][N:6]=1)([CH3:1])[CH3:3], predict the reactants needed to synthesize it. The reactants are: [CH3:1][C:2]([C:5]1[S:9][C:8]([NH:10][C:11](=[O:19])[C:12]2[CH:17]=[CH:16][CH:15]=[CH:14][C:13]=2[I:18])=[N:7][N:6]=1)([CH3:4])[CH3:3].[Cl:20][S:21](O)(=[O:23])=[O:22].